From a dataset of Peptide-MHC class I binding affinity with 185,985 pairs from IEDB/IMGT. Regression. Given a peptide amino acid sequence and an MHC pseudo amino acid sequence, predict their binding affinity value. This is MHC class I binding data. (1) The peptide sequence is RQAGVQYSR. The MHC is HLA-A02:02 with pseudo-sequence HLA-A02:02. The binding affinity (normalized) is 0.198. (2) The peptide sequence is FNAPALQEAY. The MHC is HLA-A23:01 with pseudo-sequence HLA-A23:01. The binding affinity (normalized) is 0. (3) The peptide sequence is SEFWLNYTA. The MHC is HLA-B15:42 with pseudo-sequence HLA-B15:42. The binding affinity (normalized) is 0.213. (4) The peptide sequence is ISPRTLNAW. The MHC is HLA-B58:02 with pseudo-sequence YYATYGENMASTYENIAYLWYDSYTWAVLAYLWY. The binding affinity (normalized) is 0.0216. (5) The peptide sequence is RQVSVKLLI. The MHC is HLA-A68:02 with pseudo-sequence HLA-A68:02. The binding affinity (normalized) is 0.111. (6) The peptide sequence is REVLRTELT. The MHC is Mamu-A11 with pseudo-sequence Mamu-A11. The binding affinity (normalized) is 0.758. (7) The peptide sequence is EVTPEYIKDL. The MHC is HLA-A68:02 with pseudo-sequence HLA-A68:02. The binding affinity (normalized) is 0.342. (8) The peptide sequence is RVVEPIKQI. The MHC is HLA-A26:01 with pseudo-sequence HLA-A26:01. The binding affinity (normalized) is 0.0847. (9) The peptide sequence is WQFAIHYSF. The MHC is HLA-A11:01 with pseudo-sequence HLA-A11:01. The binding affinity (normalized) is 0.0847.